From a dataset of Reaction yield outcomes from USPTO patents with 853,638 reactions. Predict the reaction yield, written as a fraction of the theoretical maximum amount of product (1.0 means a 100% yield; for example, 0.34 means a 34% yield). (1) The reactants are [CH2:1]([C:3]1[NH:4][CH:5]=[CH:6][CH:7]=1)[CH3:2].[C:8]1([CH3:20])[CH:13]=[C:12]([CH3:14])[CH:11]=[C:10]([CH3:15])[C:9]=1[S:16](Cl)(=[O:18])=[O:17].[H-].[Na+]. The catalyst is C1COCC1.CCOC(C)=O. The product is [CH2:1]([C:3]1[N:4]([S:16]([C:9]2[C:10]([CH3:15])=[CH:11][C:12]([CH3:14])=[CH:13][C:8]=2[CH3:20])(=[O:18])=[O:17])[CH:5]=[CH:6][CH:7]=1)[CH3:2]. The yield is 0.360. (2) The reactants are [O:1]=[C:2]1[C:10]2[NH:9][CH:8]=[C:7]([C:11]([O:13][CH3:14])=[O:12])[C:6]=2[CH2:5][CH2:4][CH2:3]1.[CH3:15]N(C=O)C.CI. The yield is 0.950. The catalyst is O. The product is [CH3:15][N:9]1[C:10]2[C:2](=[O:1])[CH2:3][CH2:4][CH2:5][C:6]=2[C:7]([C:11]([O:13][CH3:14])=[O:12])=[CH:8]1. (3) The product is [C:15]([O:14][C:10](=[O:13])[CH2:11][CH2:1][NH:2][CH:3]([C:4]1[CH:9]=[CH:8][CH:7]=[CH:6][CH:5]=1)[CH3:19])([CH3:18])([CH3:17])[CH3:16]. No catalyst specified. The reactants are [CH3:1][NH:2][CH2:3][C:4]1[CH:9]=[CH:8][CH:7]=[CH:6][CH:5]=1.[C:10]([O:14][C:15]([CH3:18])([CH3:17])[CH3:16])(=[O:13])[CH:11]=C.[C:19](#N)C.O. The yield is 0.570. (4) The reactants are [NH2:1][C:2]1[C:7]([CH2:8][C:9]2[CH:14]=[CH:13][CH:12]=[CH:11][CH:10]=2)=[N:6][C:5]([C:15]2[CH:20]=[CH:19][C:18]([O:21][CH3:22])=[CH:17][CH:16]=2)=[CH:4][N:3]=1.[CH2:23]([S:30](Cl)(=[O:32])=[O:31])[C:24]1[CH:29]=[CH:28][CH:27]=[CH:26][CH:25]=1.Cl. The catalyst is N1C=CC=CC=1. The product is [CH2:8]([C:7]1[C:2]([NH:1][S:30]([CH2:23][C:24]2[CH:29]=[CH:28][CH:27]=[CH:26][CH:25]=2)(=[O:32])=[O:31])=[N:3][CH:4]=[C:5]([C:15]2[CH:16]=[CH:17][C:18]([O:21][CH3:22])=[CH:19][CH:20]=2)[N:6]=1)[C:9]1[CH:10]=[CH:11][CH:12]=[CH:13][CH:14]=1. The yield is 0.368. (5) The reactants are C(=O)([O-])[O-].[K+].[K+].Cl.[C:8]([O:11][CH2:12][CH2:13][C@@H:14]([C:16]([OH:18])=[O:17])[NH2:15])(=[O:10])[CH3:9].C(OC(=O)C[C:24](=[O:29])[C:25]([F:28])([F:27])[F:26])C.Cl. The catalyst is C(O)C.O. The product is [F:26][C:25]([F:28])([F:27])[C:24]([NH:15][C@H:14]([C:16]([OH:18])=[O:17])[CH2:13][CH2:12][O:11][C:8](=[O:10])[CH3:9])=[O:29]. The yield is 0.450. (6) The reactants are C([N-]C(C)C)(C)C.[Li+].[CH2:9]([N:11]1[C:19]2[C:14](=[CH:15][CH:16]=[C:17]([O:20][CH3:21])[CH:18]=2)[C:13]([C:22]#[N:23])=[CH:12]1)[CH3:10].[I:24]I. The catalyst is C1COCC1. The product is [CH2:9]([N:11]1[C:19]2[C:14](=[CH:15][CH:16]=[C:17]([O:20][CH3:21])[CH:18]=2)[C:13]([C:22]#[N:23])=[C:12]1[I:24])[CH3:10]. The yield is 0.620.